The task is: Predict which catalyst facilitates the given reaction.. This data is from Catalyst prediction with 721,799 reactions and 888 catalyst types from USPTO. (1) Reactant: [OH-].[Na+].C[O:4][C:5](=[O:24])[CH2:6][C:7]1[C:15]2[C:10](=[N:11][CH:12]=[CH:13][CH:14]=2)[N:9]([CH2:16][C:17]2[CH:22]=[CH:21][CH:20]=[CH:19][CH:18]=2)[C:8]=1[CH3:23]. Product: [CH2:16]([N:9]1[C:10]2=[N:11][CH:12]=[CH:13][CH:14]=[C:15]2[C:7]([CH2:6][C:5]([OH:24])=[O:4])=[C:8]1[CH3:23])[C:17]1[CH:18]=[CH:19][CH:20]=[CH:21][CH:22]=1. The catalyst class is: 36. (2) Reactant: [O:1]=[C:2]1[CH2:10][CH2:9][CH2:8][C:7]2[NH:6][C:5]([C:11]([O:13][CH3:14])=[O:12])=[CH:4][C:3]1=2.[H-].[Na+].[CH3:17][Si:18]([CH3:25])([CH3:24])[CH2:19][CH2:20][O:21][CH2:22]Cl. Product: [O:1]=[C:2]1[CH2:10][CH2:9][CH2:8][C:7]2[N:6]([CH2:22][O:21][CH2:20][CH2:19][Si:18]([CH3:25])([CH3:24])[CH3:17])[C:5]([C:11]([O:13][CH3:14])=[O:12])=[CH:4][C:3]1=2. The catalyst class is: 3. (3) Reactant: [F:1][C:2]1[CH:7]=[CH:6][C:5]([C@@H:8]2[N:17]=[C:16]([NH:18][O:19]C3CCCCO3)[C:15]3[C:14]([CH3:26])=[N:13][C:12]([NH2:27])=[N:11][C:10]=3[CH2:9]2)=[C:4]([C:28]2[CH:33]=[CH:32][CH:31]=[C:30]([O:34][CH3:35])[N:29]=2)[CH:3]=1.Cl. Product: [NH2:27][C:12]1[N:13]=[C:14]([CH3:26])[C:15]2=[C:10]([CH2:9][C@H:8]([C:5]3[CH:6]=[CH:7][C:2]([F:1])=[CH:3][C:4]=3[C:28]3[CH:33]=[CH:32][CH:31]=[C:30]([O:34][CH3:35])[N:29]=3)[NH:17]/[C:16]/2=[N:18]\[OH:19])[N:11]=1. The catalyst class is: 12. (4) Reactant: [CH2:1]([C:5]1[S:6][CH:7]=[CH:8][CH:9]=1)[CH:2]([CH3:4])[CH3:3].[Li]CCCC.[C:15]([N:19]=[C:20]=[O:21])([CH3:18])([CH3:17])[CH3:16]. Product: [CH2:1]([C:5]1[S:6][C:7]([C:20]([NH:19][C:15]([CH3:18])([CH3:17])[CH3:16])=[O:21])=[CH:8][CH:9]=1)[CH:2]([CH3:4])[CH3:3]. The catalyst class is: 1. (5) Reactant: [CH2:1]([NH:3][C:4](=[O:24])[NH:5][C:6]1[N:11]=[CH:10][C:9](B(O)O)=[C:8]([C:15]2[S:16][CH:17]=[C:18]([C:20]([F:23])([F:22])[F:21])[N:19]=2)[CH:7]=1)[CH3:2].Br[C:26]1[CH:27]=[C:28]2[C:33](=[N:34][CH:35]=1)[N:32]([C@H:36]1[CH2:41][CH2:40][CH2:39][N:38]([CH2:42][CH2:43][N:44]3[CH2:49][CH2:48][O:47][CH2:46][CH2:45]3)[CH2:37]1)[CH:31]=[C:30]([C:50]([O:52]CC)=[O:51])[C:29]2=[O:55].C([O-])([O-])=O.[Cs+].[Cs+].[Li+].[OH-]. Product: [CH2:1]([NH:3][C:4](=[O:24])[NH:5][C:6]1[N:11]=[CH:10][C:9]([C:26]2[CH:27]=[C:28]3[C:33](=[N:34][CH:35]=2)[N:32]([CH:36]2[CH2:41][CH2:40][CH2:39][N:38]([CH2:42][CH2:43][N:44]4[CH2:45][CH2:46][O:47][CH2:48][CH2:49]4)[CH2:37]2)[CH:31]=[C:30]([C:50]([OH:52])=[O:51])[C:29]3=[O:55])=[C:8]([C:15]2[S:16][CH:17]=[C:18]([C:20]([F:23])([F:22])[F:21])[N:19]=2)[CH:7]=1)[CH3:2]. The catalyst class is: 70.